From a dataset of Peptide-MHC class I binding affinity with 185,985 pairs from IEDB/IMGT. Regression. Given a peptide amino acid sequence and an MHC pseudo amino acid sequence, predict their binding affinity value. This is MHC class I binding data. (1) The peptide sequence is NSSIISLFY. The MHC is HLA-A31:01 with pseudo-sequence HLA-A31:01. The binding affinity (normalized) is 0.208. (2) The peptide sequence is PYDCKELRL. The MHC is HLA-A01:01 with pseudo-sequence HLA-A01:01. The binding affinity (normalized) is 0.0847. (3) The peptide sequence is VEMGEAAAIF. The MHC is HLA-B40:01 with pseudo-sequence HLA-B40:01. The binding affinity (normalized) is 0.364. (4) The peptide sequence is KLFPRLPGI. The MHC is HLA-A02:02 with pseudo-sequence HLA-A02:02. The binding affinity (normalized) is 0.805. (5) The peptide sequence is GILKKLSSIK. The MHC is HLA-A68:01 with pseudo-sequence HLA-A68:01. The binding affinity (normalized) is 0.0840. (6) The peptide sequence is SFMQEIPTFL. The MHC is HLA-A11:01 with pseudo-sequence HLA-A11:01. The binding affinity (normalized) is 0.365. (7) The peptide sequence is FHNEFTQRL. The MHC is HLA-A03:01 with pseudo-sequence HLA-A03:01. The binding affinity (normalized) is 0.0847.